Dataset: Choline transporter screen with 302,306 compounds. Task: Binary Classification. Given a drug SMILES string, predict its activity (active/inactive) in a high-throughput screening assay against a specified biological target. (1) The molecule is S(=O)(=O)(N(C)C)c1cc(C(OCC(=O)N2C(C(=O)Nc3c2cccc3)(C)C)=O)ccc1. The result is 0 (inactive). (2) The compound is Clc1cc2C(=O)C3(ON=C(C3)c3ccccc3)C3(Oc2cc1)CCN(CC3)C(=O)c1sc(cc1)C. The result is 0 (inactive). (3) The result is 0 (inactive). The compound is O=C(Nc1c(n(nc1C)Cc1ccc(cc1)C)C)CCCn1nc(c([N+]([O-])=O)c1C)C.